Dataset: NCI-60 drug combinations with 297,098 pairs across 59 cell lines. Task: Regression. Given two drug SMILES strings and cell line genomic features, predict the synergy score measuring deviation from expected non-interaction effect. (1) Drug 1: C1CCC(CC1)NC(=O)N(CCCl)N=O. Drug 2: CCCCC(=O)OCC(=O)C1(CC(C2=C(C1)C(=C3C(=C2O)C(=O)C4=C(C3=O)C=CC=C4OC)O)OC5CC(C(C(O5)C)O)NC(=O)C(F)(F)F)O. Cell line: A498. Synergy scores: CSS=7.43, Synergy_ZIP=-3.07, Synergy_Bliss=-1.87, Synergy_Loewe=-3.00, Synergy_HSA=-2.92. (2) Drug 1: CCC1=CC2CC(C3=C(CN(C2)C1)C4=CC=CC=C4N3)(C5=C(C=C6C(=C5)C78CCN9C7C(C=CC9)(C(C(C8N6C)(C(=O)OC)O)OC(=O)C)CC)OC)C(=O)OC.C(C(C(=O)O)O)(C(=O)O)O. Drug 2: C1=CC=C(C(=C1)C(C2=CC=C(C=C2)Cl)C(Cl)Cl)Cl. Cell line: SR. Synergy scores: CSS=74.0, Synergy_ZIP=7.90, Synergy_Bliss=7.89, Synergy_Loewe=-22.4, Synergy_HSA=8.05. (3) Drug 1: CCC1(CC2CC(C3=C(CCN(C2)C1)C4=CC=CC=C4N3)(C5=C(C=C6C(=C5)C78CCN9C7C(C=CC9)(C(C(C8N6C=O)(C(=O)OC)O)OC(=O)C)CC)OC)C(=O)OC)O.OS(=O)(=O)O. Synergy scores: CSS=44.8, Synergy_ZIP=4.85, Synergy_Bliss=5.94, Synergy_Loewe=5.38, Synergy_HSA=5.55. Drug 2: CC1C(C(CC(O1)OC2CC(CC3=C2C(=C4C(=C3O)C(=O)C5=CC=CC=C5C4=O)O)(C(=O)C)O)N)O. Cell line: NCI-H322M. (4) Drug 1: CC1C(C(CC(O1)OC2CC(OC(C2O)C)OC3=CC4=CC5=C(C(=O)C(C(C5)C(C(=O)C(C(C)O)O)OC)OC6CC(C(C(O6)C)O)OC7CC(C(C(O7)C)O)OC8CC(C(C(O8)C)O)(C)O)C(=C4C(=C3C)O)O)O)O. Drug 2: COCCOC1=C(C=C2C(=C1)C(=NC=N2)NC3=CC=CC(=C3)C#C)OCCOC.Cl. Cell line: SK-MEL-5. Synergy scores: CSS=23.6, Synergy_ZIP=-1.56, Synergy_Bliss=-0.692, Synergy_Loewe=-0.723, Synergy_HSA=-0.337. (5) Drug 1: CC1=C2C(C(=O)C3(C(CC4C(C3C(C(C2(C)C)(CC1OC(=O)C(C(C5=CC=CC=C5)NC(=O)C6=CC=CC=C6)O)O)OC(=O)C7=CC=CC=C7)(CO4)OC(=O)C)O)C)OC(=O)C. Drug 2: CC1CCCC2(C(O2)CC(NC(=O)CC(C(C(=O)C(C1O)C)(C)C)O)C(=CC3=CSC(=N3)C)C)C. Cell line: K-562. Synergy scores: CSS=78.3, Synergy_ZIP=7.37, Synergy_Bliss=6.34, Synergy_Loewe=6.67, Synergy_HSA=7.71. (6) Drug 1: CC1=C(N=C(N=C1N)C(CC(=O)N)NCC(C(=O)N)N)C(=O)NC(C(C2=CN=CN2)OC3C(C(C(C(O3)CO)O)O)OC4C(C(C(C(O4)CO)O)OC(=O)N)O)C(=O)NC(C)C(C(C)C(=O)NC(C(C)O)C(=O)NCCC5=NC(=CS5)C6=NC(=CS6)C(=O)NCCC[S+](C)C)O. Drug 2: CC(C)CN1C=NC2=C1C3=CC=CC=C3N=C2N. Cell line: RXF 393. Synergy scores: CSS=11.5, Synergy_ZIP=-1.47, Synergy_Bliss=-0.809, Synergy_Loewe=-3.37, Synergy_HSA=-1.97.